Dataset: Catalyst prediction with 721,799 reactions and 888 catalyst types from USPTO. Task: Predict which catalyst facilitates the given reaction. (1) Reactant: [Li+].[OH-].C[O:4][C:5](=[O:20])[C:6]1[CH:11]=[CH:10][C:9]([O:12][CH2:13][C:14]2[CH:19]=[CH:18][CH:17]=[CH:16][CH:15]=2)=[CH:8][CH:7]=1.Cl. Product: [CH2:13]([O:12][C:9]1[CH:8]=[CH:7][C:6]([C:5]([OH:20])=[O:4])=[CH:11][CH:10]=1)[C:14]1[CH:15]=[CH:16][CH:17]=[CH:18][CH:19]=1. The catalyst class is: 1. (2) Reactant: Br[C:2]1[C:10]2[C:5](=[CH:6][C:7]([F:11])=[CH:8][CH:9]=2)[N:4]([S:12]([C:15]2[CH:20]=[CH:19][CH:18]=[CH:17][CH:16]=2)(=[O:14])=[O:13])[CH:3]=1.[Cl:21][C:22]1[N:27]=[CH:26][C:25](B(O)O)=[CH:24][CH:23]=1.[O-]P([O-])([O-])=O.[K+].[K+].[K+].C(Cl)Cl. Product: [Cl:21][C:22]1[N:27]=[CH:26][C:25]([C:2]2[C:10]3[C:5](=[CH:6][C:7]([F:11])=[CH:8][CH:9]=3)[N:4]([S:12]([C:15]3[CH:20]=[CH:19][CH:18]=[CH:17][CH:16]=3)(=[O:14])=[O:13])[CH:3]=2)=[CH:24][CH:23]=1. The catalyst class is: 117. (3) Reactant: [C:1]1([SH:7])[CH:6]=[CH:5][CH:4]=[CH:3][CH:2]=1.[CH2:8]([C:10]1[CH:18]=[C:17]2[C:13]([CH2:14][O:15][C:16]2=[O:19])=[CH:12][CH:11]=1)[CH3:9].C(=O)([O-])[O-].[K+].[K+].Cl. Product: [C:1]1([S:7][CH2:14][C:13]2[CH:12]=[CH:11][C:10]([CH2:8][CH3:9])=[CH:18][C:17]=2[C:16]([OH:19])=[O:15])[CH:6]=[CH:5][CH:4]=[CH:3][CH:2]=1. The catalyst class is: 18. (4) Reactant: [C:1]([O:5][C:6](=[O:28])[NH:7][C@H:8]1[CH2:12][CH2:11][N:10]([C:13]2[CH:18]=[CH:17][C:16]([O:19]CC3C=CC=CC=3)=[CH:15][CH:14]=2)[C:9]1=[O:27])([CH3:4])([CH3:3])[CH3:2]. Product: [C:1]([O:5][C:6](=[O:28])[NH:7][C@H:8]1[CH2:12][CH2:11][N:10]([C:13]2[CH:14]=[CH:15][C:16]([OH:19])=[CH:17][CH:18]=2)[C:9]1=[O:27])([CH3:4])([CH3:2])[CH3:3]. The catalyst class is: 45. (5) Reactant: [N:1]1([CH:5]2[CH2:10][CH2:9][N:8]([C:11]([NH:13][C:14]3[CH:19]=[C:18]([O:20][C:21]4[CH:26]=[CH:25][C:24]([NH:27]C(=O)OCC5C=CC=CC=5)=[C:23]([F:38])[CH:22]=4)[CH:17]=[CH:16][N:15]=3)=[O:12])[CH2:7][CH2:6]2)[CH2:4][CH2:3][CH2:2]1. Product: [NH2:27][C:24]1[CH:25]=[CH:26][C:21]([O:20][C:18]2[CH:17]=[CH:16][N:15]=[C:14]([NH:13][C:11]([N:8]3[CH2:9][CH2:10][CH:5]([N:1]4[CH2:4][CH2:3][CH2:2]4)[CH2:6][CH2:7]3)=[O:12])[CH:19]=2)=[CH:22][C:23]=1[F:38]. The catalyst class is: 457. (6) Reactant: C([NH:5][S:6]([C:9]1[S:10][C:11]([C:14]2[N:15]=[CH:16][N:17]([C:19]3[N:24]=[C:23]([C:25]4[CH:30]=[CH:29][C:28]([Cl:31])=[CH:27][CH:26]=4)[CH:22]=[C:21]([C:32]([F:35])([F:34])[F:33])[N:20]=3)[CH:18]=2)=[CH:12][CH:13]=1)(=[O:8])=[O:7])(C)(C)C.C(O)(C(F)(F)F)=O. Product: [Cl:31][C:28]1[CH:29]=[CH:30][C:25]([C:23]2[CH:22]=[C:21]([C:32]([F:33])([F:35])[F:34])[N:20]=[C:19]([N:17]3[CH:18]=[C:14]([C:11]4[S:10][C:9]([S:6]([NH2:5])(=[O:7])=[O:8])=[CH:13][CH:12]=4)[N:15]=[CH:16]3)[N:24]=2)=[CH:26][CH:27]=1. The catalyst class is: 4. (7) The catalyst class is: 5. Product: [ClH:12].[Cl:12][C:11]1[CH:7]=[C:3]([C:4]([NH2:6])=[O:5])[C:1](=[NH:2])[N:23]([CH:21]([C:18]2[CH:19]=[CH:20][S:16][CH:17]=2)[CH3:22])[CH:10]=1. Reactant: [C:1]([CH:3]([CH:7]1[C:11]([Cl:12])=[C:10](Cl)C(=O)O1)[C:4]([NH2:6])=[O:5])#[N:2].Cl.[S:16]1[CH:20]=[CH:19][C:18]([CH:21]([NH2:23])[CH3:22])=[CH:17]1.C(N(CC)CC)C. (8) Reactant: [CH3:1][CH:2]1[O:7][C:6]2[CH:8]=[CH:9][C:10]([O:12][C@H:13]3[CH2:17][CH2:16][N:15]([C:18]([CH:20]4[CH2:25][CH2:24][O:23][CH2:22][CH2:21]4)=[O:19])[CH2:14]3)=[CH:11][C:5]=2[NH:4][CH2:3]1.Br[C:27]1[CH:28]=[N:29][C:30]([O:35][CH3:36])=[C:31]([CH:34]=1)[C:32]#[N:33].CC(C1C=C(C(C)C)C(C2C=CC=CC=2P(C2CCCCC2)C2CCCCC2)=C(C(C)C)C=1)C.CC([O-])(C)C.[Na+]. The catalyst class is: 101. Product: [CH3:36][O:35][C:30]1[N:29]=[CH:28][C:27]([N:4]2[C:5]3[CH:11]=[C:10]([O:12][C@H:13]4[CH2:17][CH2:16][N:15]([C:18]([CH:20]5[CH2:25][CH2:24][O:23][CH2:22][CH2:21]5)=[O:19])[CH2:14]4)[CH:9]=[CH:8][C:6]=3[O:7][CH:2]([CH3:1])[CH2:3]2)=[CH:34][C:31]=1[C:32]#[N:33]. (9) Reactant: Cl[C:2]1[N:3]=[CH:4][C:5]2[N:6]([C:8]([C:18]3[CH:23]=[CH:22][N:21]=[C:20]([S:24][CH3:25])[N:19]=3)=[C:9]([C:11]3[CH:16]=[CH:15][C:14]([F:17])=[CH:13][CH:12]=3)[N:10]=2)[CH:7]=1.C(=O)([O-])[O-].[Na+].[Na+].F[B-](F)(F)F.[C:37](P(C(C)(C)C)C(C)(C)C)(C)(C)[CH3:38].C(B1OC(C)(C)C(C)(C)O1)=C. Product: [CH2:37]([C:2]1[N:3]=[CH:4][C:5]2[N:6]([C:8]([C:18]3[CH:23]=[CH:22][N:21]=[C:20]([S:24][CH3:25])[N:19]=3)=[C:9]([C:11]3[CH:16]=[CH:15][C:14]([F:17])=[CH:13][CH:12]=3)[N:10]=2)[CH:7]=1)[CH3:38]. The catalyst class is: 127.